This data is from Full USPTO retrosynthesis dataset with 1.9M reactions from patents (1976-2016). The task is: Predict the reactants needed to synthesize the given product. (1) Given the product [CH3:30][S:31]([O:26][CH2:25][C:22]1[N:21]=[CH:20][C:19]2[N:18]=[CH:17][N:16]([C:14]3[S:13][C:12]([C:27](=[O:28])[NH2:29])=[C:11]([O:10][C@@H:8]([C:3]4[CH:4]=[CH:5][CH:6]=[CH:7][C:2]=4[F:1])[CH3:9])[CH:15]=3)[C:24]=2[CH:23]=1)(=[O:33])=[O:32], predict the reactants needed to synthesize it. The reactants are: [F:1][C:2]1[CH:7]=[CH:6][CH:5]=[CH:4][C:3]=1[C@H:8]([O:10][C:11]1[CH:15]=[C:14]([N:16]2[C:24]3[CH:23]=[C:22]([CH2:25][OH:26])[N:21]=[CH:20][C:19]=3[N:18]=[CH:17]2)[S:13][C:12]=1[C:27]([NH2:29])=[O:28])[CH3:9].[CH3:30][S:31](Cl)(=[O:33])=[O:32].C(N(CC)CC)C. (2) Given the product [CH2:18]([O:20][C:21]([C:22]1[C:23]([CH:24]([CH3:26])[CH3:25])=[N:1][C:2]2[C:3]([C:9]=1[C:11]1[CH:16]=[CH:15][CH:14]=[CH:13][C:12]=1[F:17])=[CH:4][CH:5]=[C:6]([Cl:8])[CH:7]=2)=[O:28])[CH3:19], predict the reactants needed to synthesize it. The reactants are: [NH2:1][C:2]1[CH:7]=[C:6]([Cl:8])[CH:5]=[CH:4][C:3]=1[C:9]([C:11]1[CH:16]=[CH:15][CH:14]=[CH:13][C:12]=1[F:17])=O.[CH2:18]([O:20][C:21](=[O:28])[CH2:22][C:23](=O)[CH:24]([CH3:26])[CH3:25])[CH3:19].